This data is from Full USPTO retrosynthesis dataset with 1.9M reactions from patents (1976-2016). The task is: Predict the reactants needed to synthesize the given product. Given the product [CH3:16][O:15][C:14]1[CH:13]=[CH:12][C:11]([C:17]2[CH:22]=[CH:21][C:20]([C:23]([O:25][CH3:26])=[O:24])=[CH:19][C:18]=2[CH3:27])=[CH:10][C:9]=1[C:8]1[C:3]([CH2:2][O:1][S:38]([CH3:37])(=[O:40])=[O:39])=[N:4][C:5]([S:28][CH3:29])=[N:6][CH:7]=1, predict the reactants needed to synthesize it. The reactants are: [OH:1][CH2:2][C:3]1[C:8]([C:9]2[CH:10]=[C:11]([C:17]3[CH:22]=[CH:21][C:20]([C:23]([O:25][CH3:26])=[O:24])=[CH:19][C:18]=3[CH3:27])[CH:12]=[CH:13][C:14]=2[O:15][CH3:16])=[CH:7][N:6]=[C:5]([S:28][CH3:29])[N:4]=1.C(N(CC)CC)C.[CH3:37][S:38](Cl)(=[O:40])=[O:39].